Dataset: Full USPTO retrosynthesis dataset with 1.9M reactions from patents (1976-2016). Task: Predict the reactants needed to synthesize the given product. (1) Given the product [Br:1][C:2]1[CH:3]=[C:4]2[C:8](=[C:9]([C:11]([NH2:13])=[O:12])[CH:10]=1)[NH:7][CH:6]=[C:5]2[C:21]1[CH2:22][CH2:23][N:18]([S:15]([CH3:14])(=[O:17])=[O:16])[CH2:19][CH:20]=1, predict the reactants needed to synthesize it. The reactants are: [Br:1][C:2]1[CH:3]=[C:4]2[C:8](=[C:9]([C:11]([NH2:13])=[O:12])[CH:10]=1)[NH:7][CH:6]=[CH:5]2.[CH3:14][S:15]([N:18]1[CH2:23][CH2:22][C:21](=O)[CH2:20][CH2:19]1)(=[O:17])=[O:16].CO. (2) The reactants are: [Cl:1][C:2]1[CH:3]=[C:4]([CH:7]=[CH:8][C:9]=1[CH3:10])[C:5]#[N:6].[H-].[Al+3].[Li+].[H-].[H-].[H-].O.[OH-].[Na+]. Given the product [Cl:1][C:2]1[CH:3]=[C:4]([CH:7]=[CH:8][C:9]=1[CH3:10])[CH2:5][NH2:6], predict the reactants needed to synthesize it. (3) Given the product [C:14]([O:18][C:19](=[O:20])[NH:21][C@H:22]([CH2:27][C:28]1[CH:33]=[CH:32][CH:31]=[CH:30][CH:29]=1)[CH2:23][C:24](=[O:25])[NH:42][OH:43])([CH3:17])([CH3:16])[CH3:15], predict the reactants needed to synthesize it. The reactants are: CCN(C(C)C)C(C)C.C(Cl)CCl.[C:14]([O:18][C:19]([NH:21][C@H:22]([CH2:27][C:28]1[CH:33]=[CH:32][CH:31]=[CH:30][CH:29]=1)[CH2:23][C:24](O)=[O:25])=[O:20])([CH3:17])([CH3:16])[CH3:15].C1C=CC2[N:42]([OH:43])N=NC=2C=1.Cl.NO.P(=O)(O)(O)O. (4) Given the product [CH2:26]([C:16]1[CH:17]=[C:18]2[C:13](=[C:14]([C:20]#[N:21])[CH:15]=1)[N:12]([CH3:22])[C@H:11]1[CH2:23][CH2:24][NH:8][CH2:9][C@@H:10]21)[CH2:27][CH2:28][CH3:29], predict the reactants needed to synthesize it. The reactants are: C(OC([N:8]1[CH2:24][CH2:23][C@@H:11]2[N:12]([CH3:22])[C:13]3[C:14]([C:20]#[N:21])=[CH:15][C:16](Br)=[CH:17][C:18]=3[C@@H:10]2[CH2:9]1)=O)(C)(C)C.[Br-].[CH2:26]([Zn+])[CH2:27][CH2:28][CH3:29]. (5) Given the product [O:1]1[C:5]2[CH:6]=[CH:7][CH:8]=[CH:9][C:4]=2[CH:3]=[C:2]1[C:10]([N:40]1[CH2:41][CH:42]2[CH:38]([C:37]2([C:43]2[CH:44]=[C:45]([NH:49][S:50]([CH3:53])(=[O:52])=[O:51])[CH:46]=[CH:47][CH:48]=2)[CH3:36])[CH2:39]1)=[O:12], predict the reactants needed to synthesize it. The reactants are: [O:1]1[C:5]2[CH:6]=[CH:7][CH:8]=[CH:9][C:4]=2[CH:3]=[C:2]1[C:10]([OH:12])=O.O.ON1C2C=CC=CC=2N=N1.Cl.CN(C)CCCN=C=NCC.[CH3:36][C:37]1([C:43]2[CH:44]=[C:45]([NH:49][S:50]([CH3:53])(=[O:52])=[O:51])[CH:46]=[CH:47][CH:48]=2)[CH:42]2[CH:38]1[CH2:39][NH:40][CH2:41]2.C(=O)([O-])O.[Na+]. (6) The reactants are: [C:1]([C:5]1[CH:31]=[CH:30][C:8]([NH:9][C:10]2[CH:29]=[CH:28][C:13]([O:14][C:15]3[C:24]4[C:19](=[CH:20][C:21]([OH:27])=[C:22]([O:25][CH3:26])[CH:23]=4)[N:18]=[CH:17][N:16]=3)=[CH:12][CH:11]=2)=[CH:7][CH:6]=1)([CH3:4])([CH3:3])[CH3:2].C(=O)([O-])[O-].[K+].[K+].Cl.Cl[CH2:40][CH2:41][N:42]1[CH2:47][CH2:46][O:45][CH2:44][CH2:43]1.CN(C)C=O. Given the product [C:1]([C:5]1[CH:31]=[CH:30][C:8]([NH:9][C:10]2[CH:29]=[CH:28][C:13]([O:14][C:15]3[C:24]4[C:19](=[CH:20][C:21]([O:27][CH2:40][CH2:41][N:42]5[CH2:47][CH2:46][O:45][CH2:44][CH2:43]5)=[C:22]([O:25][CH3:26])[CH:23]=4)[N:18]=[CH:17][N:16]=3)=[CH:12][CH:11]=2)=[CH:7][CH:6]=1)([CH3:4])([CH3:2])[CH3:3], predict the reactants needed to synthesize it. (7) Given the product [C:20]([N:14]1[CH2:19][CH2:18][N:17]([C:6]2[C:3]([C:4]#[N:5])=[C:2]([F:1])[C:9]([N+:10]([O-:12])=[O:11])=[CH:8][CH:7]=2)[CH2:16][CH2:15]1)(=[O:22])[CH3:21], predict the reactants needed to synthesize it. The reactants are: [F:1][C:2]1[C:9]([N+:10]([O-:12])=[O:11])=[CH:8][CH:7]=[C:6](F)[C:3]=1[C:4]#[N:5].[N:14]1([C:20](=[O:22])[CH3:21])[CH2:19][CH2:18][NH:17][CH2:16][CH2:15]1.C(=O)([O-])[O-].[Cs+].[Cs+].